Task: Predict which catalyst facilitates the given reaction.. Dataset: Catalyst prediction with 721,799 reactions and 888 catalyst types from USPTO (1) Reactant: [Cl:1][C:2]1[C:3]([O:25][C:26]2[CH:31]=[CH:30][C:29]([Cl:32])=[CH:28][C:27]=2[C:33]2[CH:34]=[N:35][N:36]3[CH2:41][CH2:40][CH2:39][NH:38][C:37]=23)=[CH:4][C:5]([F:24])=[C:6]([S:8]([N:11]([C:19]2[N:20]=[CH:21][S:22][CH:23]=2)C(=O)OC(C)(C)C)(=[O:10])=[O:9])[CH:7]=1.[ClH:42].CCCCC. Product: [Cl:1][C:2]1[C:3]([O:25][C:26]2[CH:31]=[CH:30][C:29]([Cl:32])=[CH:28][C:27]=2[C:33]2[CH:34]=[N:35][N:36]3[CH2:41][CH2:40][CH2:39][NH:38][C:37]=23)=[CH:4][C:5]([F:24])=[C:6]([S:8]([NH:11][C:19]2[N:20]=[CH:21][S:22][CH:23]=2)(=[O:9])=[O:10])[CH:7]=1.[ClH:42]. The catalyst class is: 96. (2) Reactant: [CH3:1][C:2]([CH2:19][CH2:20][CH2:21][CH:22]([CH3:31])[CH2:23][O:24]C1CCCCO1)=[CH:3][CH2:4][CH:5]([O:15][C:16](=[O:18])[CH3:17])[C:6]([CH3:14])=[CH:7][C:8]1[N:9]=[C:10]([CH3:13])[S:11][CH:12]=1.C1(C)C=CC(S([O-])(=O)=O)=CC=1.[NH+]1C=CC=CC=1. Product: [OH:24][CH2:23][CH:22]([CH3:31])[CH2:21][CH2:20][CH2:19][C:2]([CH3:1])=[CH:3][CH2:4][CH:5]([O:15][C:16](=[O:18])[CH3:17])[C:6]([CH3:14])=[CH:7][C:8]1[N:9]=[C:10]([CH3:13])[S:11][CH:12]=1. The catalyst class is: 8.